Predict the reaction yield, written as a fraction of the theoretical maximum amount of product (1.0 means a 100% yield; for example, 0.34 means a 34% yield). From a dataset of Reaction yield outcomes from USPTO patents with 853,638 reactions. The reactants are [N+:1]([C:4]1[CH:9]=[C:8]([N+:10]([O-:12])=[O:11])[CH:7]=[CH:6][C:5]=1[CH2:13][CH2:14][OH:15])([O-:3])=[O:2].[F:16][C:17]([F:46])([C:42]([F:45])([F:44])[F:43])[CH2:18][CH2:19][CH2:20][O:21][C:22]1[CH:41]=[CH:40][C:25]([C:26]([O:28][C:29]2[CH:34]=[CH:33][C:32](/[CH:35]=[CH:36]/[C:37](O)=[O:38])=[CH:31][CH:30]=2)=[O:27])=[CH:24][CH:23]=1.Cl.CN(C)CCCN=C=NCC.CCCCCC. The catalyst is CN(C)C1C=CN=CC=1.ClCCl. The product is [F:16][C:17]([F:46])([C:42]([F:43])([F:44])[F:45])[CH2:18][CH2:19][CH2:20][O:21][C:22]1[CH:41]=[CH:40][C:25]([C:26]([O:28][C:29]2[CH:34]=[CH:33][C:32](/[CH:35]=[CH:36]/[C:37]([O:15][CH2:14][CH2:13][C:5]3[CH:6]=[CH:7][C:8]([N+:10]([O-:12])=[O:11])=[CH:9][C:4]=3[N+:1]([O-:3])=[O:2])=[O:38])=[CH:31][CH:30]=2)=[O:27])=[CH:24][CH:23]=1. The yield is 0.710.